Dataset: Reaction yield outcomes from USPTO patents with 853,638 reactions. Task: Predict the reaction yield, written as a fraction of the theoretical maximum amount of product (1.0 means a 100% yield; for example, 0.34 means a 34% yield). (1) The reactants are CC(C[AlH]CC(C)C)C.[CH2:10]([O:17][C:18]1[CH:19]=[C:20]([C:26]2([C:29]#N)[CH2:28][CH2:27]2)[CH:21]=[CH:22][C:23]=1[O:24][CH3:25])[C:11]1[CH:16]=[CH:15][CH:14]=[CH:13][CH:12]=1.C1C[O:34]CC1. No catalyst specified. The product is [CH2:10]([O:17][C:18]1[CH:19]=[C:20]([C:26]2([CH:29]=[O:34])[CH2:28][CH2:27]2)[CH:21]=[CH:22][C:23]=1[O:24][CH3:25])[C:11]1[CH:16]=[CH:15][CH:14]=[CH:13][CH:12]=1. The yield is 0.920. (2) The reactants are [OH:1][C:2]1[CH:11]=[CH:10][CH:9]=[C:8]2[C:3]=1[CH2:4][CH2:5][CH2:6][C:7]2=[O:12].C([O-])([O-])=O.[K+].[K+].[CH2:19](I)[CH3:20]. The catalyst is CN(C=O)C.CCOC(C)=O. The product is [CH2:19]([O:1][C:2]1[CH:11]=[CH:10][CH:9]=[C:8]2[C:3]=1[CH2:4][CH2:5][CH2:6][C:7]2=[O:12])[CH3:20]. The yield is 0.700. (3) The reactants are Cl.[Cl:2][C:3]1[CH:8]=[CH:7][C:6]([S:9]([N:12]2[CH2:17][CH2:16][NH:15][CH2:14][C:13]2=[O:18])(=[O:11])=[O:10])=[C:5]([N+:19]([O-:21])=[O:20])[CH:4]=1.[N:22]1([CH2:31][C:32](O)=[O:33])[CH:30]=[C:28]([CH3:29])[C:26](=[O:27])[NH:25][C:23]1=[O:24]. No catalyst specified. The product is [Cl:2][C:3]1[CH:8]=[CH:7][C:6]([S:9]([N:12]2[CH2:17][CH2:16][N:15]([C:32](=[O:33])[CH2:31][N:22]3[CH:30]=[C:28]([CH3:29])[C:26](=[O:27])[NH:25][C:23]3=[O:24])[CH2:14][C:13]2=[O:18])(=[O:11])=[O:10])=[C:5]([N+:19]([O-:21])=[O:20])[CH:4]=1. The yield is 0.940. (4) The reactants are [CH:1]1([C:4]2[C:5](=O)[CH2:6][CH2:7][C:8]=2[OH:9])[CH2:3][CH2:2]1.[CH:11]([C:13]([CH3:15])=[O:14])=[CH2:12].N1CCC[C@H]1C(O)=O.CC(O)=O. The catalyst is O. The product is [CH:1]1([C@@:4]23[C:8](=[O:9])[CH2:7][CH2:6][C:5]2=[CH:15][C:13](=[O:14])[CH2:11][CH2:12]3)[CH2:2][CH2:3]1. The yield is 0.730. (5) The reactants are [CH2:1]([O:8][C:9](=[O:27])[NH:10][C:11]([CH3:26])([C:13]1[NH:14][C:15](=[O:25])[CH:16]=[C:17]([C:19]2[CH:24]=[CH:23][N:22]=[CH:21][N:20]=2)[N:18]=1)[CH3:12])[C:2]1[CH:7]=[CH:6][CH:5]=[CH:4][CH:3]=1.[H-].[Li+].[CH3:30]OS(OC)(=O)=O.O. The catalyst is O1CCOCC1. The product is [CH2:1]([O:8][C:9](=[O:27])[NH:10][C:11]([CH3:12])([C:13]1[N:14]([CH3:30])[C:15](=[O:25])[CH:16]=[C:17]([C:19]2[CH:24]=[CH:23][N:22]=[CH:21][N:20]=2)[N:18]=1)[CH3:26])[C:2]1[CH:3]=[CH:4][CH:5]=[CH:6][CH:7]=1. The yield is 0.110. (6) The reactants are [Cl:1][C:2]1[S:6][C:5]([C:7]([O:9][CH3:10])=[O:8])=[CH:4][C:3]=1[C:11]1[N:15]([CH3:16])[N:14]=[CH:13][CH:12]=1.O.[B-](F)(F)(F)[F:19].[B-](F)(F)(F)F.C1[N+]2(CCl)CC[N+](F)(CC2)C1. The catalyst is C(#N)C. The product is [Cl:1][C:2]1[S:6][C:5]([C:7]([O:9][CH3:10])=[O:8])=[CH:4][C:3]=1[C:11]1[N:15]([CH3:16])[N:14]=[CH:13][C:12]=1[F:19]. The yield is 0.243. (7) The reactants are [C:1]([CH2:4][CH2:5][C:6]([N+:17]([O-:19])=[O:18])([CH2:12][CH2:13][C:14]([OH:16])=[O:15])[CH2:7][CH2:8][C:9]([OH:11])=[O:10])([OH:3])=[O:2].FC(F)(F)C(O[C:25]1[C:30]([F:31])=[C:29]([F:32])[C:28]([F:33])=[C:27]([F:34])[C:26]=1[F:35])=O. The catalyst is C(Cl)Cl. The product is [N+:17]([C:6]([CH2:5][CH2:4][C:1](=[O:3])[O:2][C:25]1[C:26]([F:35])=[C:27]([F:34])[C:28]([F:33])=[C:29]([F:32])[C:30]=1[F:31])([CH2:12][CH2:13][C:14]([O:16][C:25]1[C:26]([F:35])=[C:27]([F:34])[C:28]([F:33])=[C:29]([F:32])[C:30]=1[F:31])=[O:15])[CH2:7][CH2:8][C:9]([O:11][C:25]1[C:26]([F:35])=[C:27]([F:34])[C:28]([F:33])=[C:29]([F:32])[C:30]=1[F:31])=[O:10])([O-:19])=[O:18]. The yield is 0.820. (8) The product is [C:15]([N:14]1[C:11]2[CH:12]=[CH:13][C:8]([C:5]3[CH:4]=[N:3][C:2]([NH2:1])=[N:7][CH:6]=3)=[CH:9][C:10]=2[N:19]=[C:27]1[C:26]1[CH:29]=[C:22]([O:21][CH3:20])[CH:23]=[CH:24][C:25]=1[C:30]1[S:31][C:32]([CH3:35])=[CH:33][N:34]=1)([CH3:16])([CH3:18])[CH3:17]. The catalyst is CN(C=O)C.O. The reactants are [NH2:1][C:2]1[N:7]=[CH:6][C:5]([C:8]2[CH:9]=[C:10]([NH2:19])[C:11]([NH:14][C:15]([CH3:18])([CH3:17])[CH3:16])=[CH:12][CH:13]=2)=[CH:4][N:3]=1.[CH3:20][O:21][C:22]1[CH:23]=[CH:24][C:25]([C:30]2[S:31][C:32]([CH3:35])=[CH:33][N:34]=2)=[C:26]([CH:29]=1)[CH:27]=O.OOS([O-])=O.[K+].S([O-])([O-])(=O)=S.[Na+].[Na+]. The yield is 0.560. (9) The reactants are Br[C:2]1[N:7]=[N:6][C:5]([NH2:8])=[N:4][C:3]=1[C:9]1[CH:14]=[CH:13][CH:12]=[CH:11][CH:10]=1.[F:15][C:16]1[CH:17]=[C:18]([OH:23])[CH:19]=[C:20]([F:22])[CH:21]=1. No catalyst specified. The product is [F:15][C:16]1[CH:17]=[C:18]([CH:19]=[C:20]([F:22])[CH:21]=1)[O:23][C:2]1[N:7]=[N:6][C:5]([NH2:8])=[N:4][C:3]=1[C:9]1[CH:14]=[CH:13][CH:12]=[CH:11][CH:10]=1. The yield is 0.170. (10) The reactants are [CH3:1][C:2]1([CH3:12])[CH2:11][NH:10][C@@H:9]2[C@H:4]([CH2:5][CH2:6][CH2:7][CH2:8]2)[NH:3]1.Br[C:14]1[CH:19]=[CH:18][N:17]=[C:16]2[N:20]([Si:23]([CH:30]([CH3:32])[CH3:31])([CH:27]([CH3:29])[CH3:28])[CH:24]([CH3:26])[CH3:25])[CH:21]=[CH:22][C:15]=12.P(C(C)(C)C)(C(C)(C)C)C(C)(C)C.[H+].[B-](F)(F)(F)F.C(O[Na])(C)(C)C. The catalyst is CC([O-])=O.CC([O-])=O.[Pd+2].C1(C)C=CC=CC=1. The product is [CH3:1][C:2]1([CH3:12])[NH:3][C@@H:4]2[C@H:9]([CH2:8][CH2:7][CH2:6][CH2:5]2)[N:10]([C:14]2[CH:19]=[CH:18][N:17]=[C:16]3[N:20]([Si:23]([CH:27]([CH3:29])[CH3:28])([CH:30]([CH3:32])[CH3:31])[CH:24]([CH3:25])[CH3:26])[CH:21]=[CH:22][C:15]=23)[CH2:11]1. The yield is 0.840.